Dataset: Full USPTO retrosynthesis dataset with 1.9M reactions from patents (1976-2016). Task: Predict the reactants needed to synthesize the given product. (1) Given the product [C:1]([NH:4][C:5]1[CH:6]=[C:7]2[C:12](=[CH:13][CH:14]=1)[O:11][CH:10]([CH2:15][C:16]([OH:18])=[O:17])[CH2:9][CH2:8]2)(=[O:3])[CH3:2], predict the reactants needed to synthesize it. The reactants are: [C:1]([NH:4][C:5]1[CH:6]=[C:7]2[C:12](=[CH:13][CH:14]=1)[O:11][CH:10]([CH2:15][C:16]([O:18]CC)=[O:17])[CH2:9][CH2:8]2)(=[O:3])[CH3:2].[OH-].[Na+]. (2) Given the product [OH:10][CH2:9][C@H:7]1[CH2:8][C@:6]1([CH3:18])[C:4]([O:3][CH2:1][CH3:2])=[O:5], predict the reactants needed to synthesize it. The reactants are: [CH2:1]([O:3][C:4]([C@@:6]1([CH3:18])[CH2:8][C@@H:7]1[CH2:9][O:10]CC1C=CC=CC=1)=[O:5])[CH3:2]. (3) Given the product [N:18]1[N:19]2[CH:24]=[CH:23][CH:22]=[N:21][C:20]2=[C:16]([C:9]2[CH:10]=[CH:11][C:6]([C:4]([O:3][CH2:1][CH3:2])=[O:5])=[CH:7][CH:8]=2)[CH:17]=1, predict the reactants needed to synthesize it. The reactants are: [CH2:1]([O:3][C:4]([C:6]1[CH:11]=[CH:10][C:9](B(O)O)=[CH:8][CH:7]=1)=[O:5])[CH3:2].Br[C:16]1[CH:17]=[N:18][N:19]2[CH:24]=[CH:23][CH:22]=[N:21][C:20]=12.C(Cl)Cl.C([O-])([O-])=O.[Cs+].[Cs+].